Dataset: NCI-60 drug combinations with 297,098 pairs across 59 cell lines. Task: Regression. Given two drug SMILES strings and cell line genomic features, predict the synergy score measuring deviation from expected non-interaction effect. Drug 1: CCC1=C2CN3C(=CC4=C(C3=O)COC(=O)C4(CC)O)C2=NC5=C1C=C(C=C5)O. Drug 2: CC(C)NC(=O)C1=CC=C(C=C1)CNNC.Cl. Cell line: SK-MEL-28. Synergy scores: CSS=21.1, Synergy_ZIP=-5.81, Synergy_Bliss=-2.37, Synergy_Loewe=-16.5, Synergy_HSA=-2.62.